From a dataset of Peptide-MHC class I binding affinity with 185,985 pairs from IEDB/IMGT. Regression. Given a peptide amino acid sequence and an MHC pseudo amino acid sequence, predict their binding affinity value. This is MHC class I binding data. (1) The binding affinity (normalized) is 0.302. The peptide sequence is NLAERFCTE. The MHC is HLA-B08:01 with pseudo-sequence HLA-B08:01. (2) The peptide sequence is LERTSKASLER. The MHC is HLA-B57:01 with pseudo-sequence HLA-B57:01. The binding affinity (normalized) is 0. (3) The peptide sequence is MLPPCYNFLK. The MHC is HLA-A31:01 with pseudo-sequence HLA-A31:01. The binding affinity (normalized) is 0.551. (4) The peptide sequence is APVESMALF. The MHC is HLA-A68:02 with pseudo-sequence HLA-A68:02. The binding affinity (normalized) is 0.0847. (5) The peptide sequence is FLHPKHWGT. The MHC is HLA-B07:02 with pseudo-sequence HLA-B07:02. The binding affinity (normalized) is 0.0847.